This data is from Full USPTO retrosynthesis dataset with 1.9M reactions from patents (1976-2016). The task is: Predict the reactants needed to synthesize the given product. (1) Given the product [I:12][C:7]1[CH:2]=[CH:3][CH:4]=[C:5]([S:8]([CH3:11])(=[O:10])=[O:9])[CH:6]=1, predict the reactants needed to synthesize it. The reactants are: Br[C:2]1[CH:7]=[CH:6][C:5]([S:8]([CH3:11])(=[O:10])=[O:9])=[CH:4][CH:3]=1.[I-:12].[Na+].CN[C@@H]1CCCC[C@H]1NC. (2) Given the product [F:1][C:2]1[CH:3]=[CH:4][C:5]2[O:10][CH2:9][C@H:8]([CH2:11][N:19]3[CH2:24][CH2:23][CH2:22][C@H:21]([C:25]4[CH:26]=[C:27]([OH:31])[CH:28]=[CH:29][CH:30]=4)[CH2:20]3)[O:7][C:6]=2[CH:17]=1, predict the reactants needed to synthesize it. The reactants are: [F:1][C:2]1[CH:3]=[CH:4][C:5]2[O:10][CH2:9][C@H:8]([CH2:11]OS(C)(=O)=O)[O:7][C:6]=2[CH:17]=1.Br.[NH:19]1[CH2:24][CH2:23][CH2:22][C@H:21]([C:25]2[CH:26]=[C:27]([OH:31])[CH:28]=[CH:29][CH:30]=2)[CH2:20]1.C([O-])(O)=O.[Na+].O. (3) Given the product [F:34][C:35]1[CH:36]=[CH:37][C:38]([NH2:53])=[C:39]([C:41]2[CH:50]=[CH:49][C:48]3[C:43](=[CH:44][CH:45]=[C:46]([O:51][CH3:52])[CH:47]=3)[CH:42]=2)[CH:40]=1, predict the reactants needed to synthesize it. The reactants are: COC1C=C2C(=CC=1)C=C(B(O)O)C=C2.FC(F)(F)S(OC1C=C(F)C=CC=1[N+]([O-])=O)(=O)=O.[F:34][C:35]1[CH:36]=[CH:37][C:38]([N+:53]([O-])=O)=[C:39]([CH:41]2[CH2:50][CH2:49][C:48]3[C:43](=[CH:44][CH:45]=[C:46]([O:51][CH3:52])[CH:47]=3)[CH2:42]2)[CH:40]=1. (4) Given the product [C:36]([OH:37])(=[O:39])/[CH:35]=[CH:34]/[C:28]([OH:30])=[O:31].[N:22]1[CH:23]=[CH:24][CH:25]=[C:20]([C:2]2[N:7]=[N:6][C:5]([N:8]3[CH:14]4[CH2:15][CH2:16][N:11]([CH2:12][CH2:13]4)[CH2:10][CH2:9]3)=[CH:4][CH:3]=2)[CH:21]=1, predict the reactants needed to synthesize it. The reactants are: Br[C:2]1[N:7]=[N:6][C:5]([N:8]2[CH:14]3[CH2:15][CH2:16][N:11]([CH2:12][CH2:13]3)[CH2:10][CH2:9]2)=[CH:4][CH:3]=1.C(B(CC)[C:20]1[CH:21]=[N:22][CH:23]=[CH:24][CH:25]=1)C.[C:28](=[O:31])([O-:30])[O-].[K+].[K+].[CH2:34](O)[CH2:35][CH2:36][OH:37].[O:39]1CCOCC1. (5) Given the product [CH:1]([O:4][C:5](=[O:34])[CH2:6][CH2:7][CH2:8][CH2:9][CH2:10][O:11][C:12]1[C:13]([NH:33][S:42]([C:39]2[CH:40]=[CH:41][C:36]([Br:35])=[CH:37][CH:38]=2)(=[O:44])=[O:43])=[CH:14][C:15]2[NH:19][CH:18]([C:20]3[CH:21]=[CH:22][CH:23]=[CH:24][CH:25]=3)[N:17]([C:26]3[CH:27]=[CH:28][CH:29]=[CH:30][CH:31]=3)[C:16]=2[CH:32]=1)([CH3:3])[CH3:2], predict the reactants needed to synthesize it. The reactants are: [CH:1]([O:4][C:5](=[O:34])[CH2:6][CH2:7][CH2:8][CH2:9][CH2:10][O:11][C:12]1[C:13]([NH2:33])=[CH:14][C:15]2[N:19]=[C:18]([C:20]3[CH:25]=[CH:24][CH:23]=[CH:22][CH:21]=3)[N:17]([C:26]3[CH:31]=[CH:30][CH:29]=[CH:28][CH:27]=3)[C:16]=2[CH:32]=1)([CH3:3])[CH3:2].[Br:35][C:36]1[CH:41]=[CH:40][C:39]([S:42](Cl)(=[O:44])=[O:43])=[CH:38][CH:37]=1. (6) The reactants are: Cl[C:2]1[CH:7]=[CH:6][N:5]=[C:4]([NH:8][CH2:9][C:10]2[O:14][N:13]=[C:12]([CH3:15])[CH:11]=2)[N:3]=1.[CH:16]1([C:21]2[CH:22]=[C:23]([NH2:26])[NH:24][N:25]=2)[CH2:20][CH2:19][CH2:18][CH2:17]1. Given the product [CH:16]1([C:21]2[CH:22]=[C:23]([NH:26][C:2]3[CH:7]=[CH:6][N:5]=[C:4]([NH:8][CH2:9][C:10]4[O:14][N:13]=[C:12]([CH3:15])[CH:11]=4)[N:3]=3)[NH:24][N:25]=2)[CH2:17][CH2:18][CH2:19][CH2:20]1, predict the reactants needed to synthesize it. (7) The reactants are: C([O:8][C:9]([C:11]1[N:12]=[C:13]([C:18]2[CH:23]=[CH:22][CH:21]=[CH:20][CH:19]=2)[O:14][C:15]=1[CH2:16][CH3:17])=[O:10])C1C=CC=CC=1. Given the product [CH2:16]([C:15]1[O:14][C:13]([C:18]2[CH:23]=[CH:22][CH:21]=[CH:20][CH:19]=2)=[N:12][C:11]=1[C:9]([OH:10])=[O:8])[CH3:17], predict the reactants needed to synthesize it. (8) The reactants are: [P:1](=[O:5])([OH:4])([OH:3])[OH:2].[OH-].[Mg+2:7].[OH-]. Given the product [P:1]([O-:5])([O-:4])([O-:3])=[O:2].[Mg+2:7].[P:1]([O-:5])([O-:4])([O-:3])=[O:2].[Mg+2:7].[Mg+2:7], predict the reactants needed to synthesize it. (9) Given the product [CH3:1][N:2]1[C:6]([O:7][C:8]2[CH:13]=[CH:12][CH:11]=[C:10]([CH:14]([C:29](=[O:33])[CH:30]=[CH:31][CH3:32])[NH2:15])[N:9]=2)=[CH:5][C:4]([C:16]([F:19])([F:17])[F:18])=[N:3]1, predict the reactants needed to synthesize it. The reactants are: [CH3:1][N:2]1[C:6]([O:7][C:8]2[CH:13]=[CH:12][CH:11]=[C:10]([CH2:14][NH2:15])[N:9]=2)=[CH:5][C:4]([C:16]([F:19])([F:18])[F:17])=[N:3]1.C(N(C(C)C)CC)(C)C.[C:29](Cl)(=[O:33])[CH:30]=[CH:31][CH3:32].